This data is from Full USPTO retrosynthesis dataset with 1.9M reactions from patents (1976-2016). The task is: Predict the reactants needed to synthesize the given product. (1) The reactants are: Cl[C:2]1[C:11]2[C:6](=[CH:7][C:8]([S:12]([O:15][C:16]3[C:21]([F:22])=[C:20]([F:23])[C:19]([F:24])=[C:18]([F:25])[C:17]=3[F:26])(=[O:14])=[O:13])=[CH:9][CH:10]=2)[CH:5]=[CH:4][N:3]=1.[Br:27][C:28]1[C:33]([F:34])=[CH:32][C:31](B(O)O)=[C:30]([O:38][CH3:39])[CH:29]=1. Given the product [Br:27][C:28]1[C:33]([F:34])=[CH:32][C:31]([C:2]2[C:11]3[C:6](=[CH:7][C:8]([S:12]([O:15][C:16]4[C:21]([F:22])=[C:20]([F:23])[C:19]([F:24])=[C:18]([F:25])[C:17]=4[F:26])(=[O:14])=[O:13])=[CH:9][CH:10]=3)[CH:5]=[CH:4][N:3]=2)=[C:30]([O:38][CH3:39])[CH:29]=1, predict the reactants needed to synthesize it. (2) Given the product [CH3:18][O:19][C:20]1[CH:26]=[CH:25][C:24]([O:27][CH3:28])=[CH:23][C:21]=1[NH:22][C:2]1[CH:7]=[C:6]([CH2:8][O:9][CH3:10])[N:5]=[C:4]([C:11]2[CH:16]=[CH:15][CH:14]=[C:13]([CH3:17])[CH:12]=2)[N:3]=1, predict the reactants needed to synthesize it. The reactants are: Cl[C:2]1[CH:7]=[C:6]([CH2:8][O:9][CH3:10])[N:5]=[C:4]([C:11]2[CH:16]=[CH:15][CH:14]=[C:13]([CH3:17])[CH:12]=2)[N:3]=1.[CH3:18][O:19][C:20]1[CH:26]=[CH:25][C:24]([O:27][CH3:28])=[CH:23][C:21]=1[NH2:22]. (3) Given the product [F:32][C:28]1[N:27]=[C:26]([NH:21][C:19]2[S:20][C:14]3[CH2:13][O:12][CH:11]([CH3:22])[C:10]4[C:16](=[CH:17][N:8]([CH2:7][C:6]5[CH:5]=[CH:4][C:3]([O:2][CH3:1])=[CH:24][CH:23]=5)[N:9]=4)[C:15]=3[N:18]=2)[CH:31]=[CH:30][CH:29]=1, predict the reactants needed to synthesize it. The reactants are: [CH3:1][O:2][C:3]1[CH:24]=[CH:23][C:6]([CH2:7][N:8]2[CH:17]=[C:16]3[C:10]([CH:11]([CH3:22])[O:12][CH2:13][C:14]4[S:20][C:19]([NH2:21])=[N:18][C:15]=43)=[N:9]2)=[CH:5][CH:4]=1.Br[C:26]1[CH:31]=[CH:30][CH:29]=[C:28]([F:32])[N:27]=1.CC1(C)C2C(=C(P(C3C=CC=CC=3)C3C=CC=CC=3)C=CC=2)OC2C(P(C3C=CC=CC=3)C3C=CC=CC=3)=CC=CC1=2.C([O-])([O-])=O.[Cs+].[Cs+].